Dataset: Forward reaction prediction with 1.9M reactions from USPTO patents (1976-2016). Task: Predict the product of the given reaction. Given the reactants [C:1]1([N:7]([C:21]2[CH:26]=[CH:25][CH:24]=[CH:23][CH:22]=2)[C:8](=[O:20])[CH2:9][N:10]2[CH:15]=[CH:14][CH:13]=[C:12]([C:16](O)=[O:17])[C:11]2=[O:19])[CH:6]=[CH:5][CH:4]=[CH:3][CH:2]=1.[NH2:27][C@@H:28]([CH2:36][CH2:37][CH2:38][NH:39][C:40]([NH:42][S:43]([C:46]1[C:47]([CH3:60])=[C:48]2[C:53](=[C:54]([CH3:57])[C:55]=1[CH3:56])[O:52][C:51]([CH3:59])([CH3:58])[CH2:50][CH2:49]2)(=[O:45])=[O:44])=[NH:41])[C:29]([O:31][C:32]([CH3:35])([CH3:34])[CH3:33])=[O:30].CN(C(ON1N=NC2C=CC=CC1=2)=[N+](C)C)C.F[P-](F)(F)(F)(F)F.CCN(C(C)C)C(C)C, predict the reaction product. The product is: [C:21]1([N:7]([C:1]2[CH:2]=[CH:3][CH:4]=[CH:5][CH:6]=2)[C:8](=[O:20])[CH2:9][N:10]2[CH:15]=[CH:14][CH:13]=[C:12]([C:16]([NH:27][C@@H:28]([CH2:36][CH2:37][CH2:38][NH:39][C:40]([NH:42][S:43]([C:46]3[C:47]([CH3:60])=[C:48]4[C:53](=[C:54]([CH3:57])[C:55]=3[CH3:56])[O:52][C:51]([CH3:59])([CH3:58])[CH2:50][CH2:49]4)(=[O:44])=[O:45])=[NH:41])[C:29]([O:31][C:32]([CH3:33])([CH3:34])[CH3:35])=[O:30])=[O:17])[C:11]2=[O:19])[CH:22]=[CH:23][CH:24]=[CH:25][CH:26]=1.